From a dataset of Catalyst prediction with 721,799 reactions and 888 catalyst types from USPTO. Predict which catalyst facilitates the given reaction. Reactant: [CH2:1]([N:3]([CH2:10][CH:11]1C[O:12]1)[C:4]1[CH:9]=[CH:8][CH:7]=[CH:6][CH:5]=1)[CH3:2].[CH3:14][O-:15].[Na+].[C:17]([O-])(O)=O.[Na+]. Product: [CH2:1]([N:3]([C:4]1[CH:9]=[CH:8][CH:7]=[CH:6][CH:5]=1)[CH2:10][CH:11]([OH:12])[CH2:14][O:15][CH3:17])[CH3:2]. The catalyst class is: 5.